This data is from Full USPTO retrosynthesis dataset with 1.9M reactions from patents (1976-2016). The task is: Predict the reactants needed to synthesize the given product. (1) Given the product [CH3:1][C@H:2]([C@@:10]([OH:25])([C:17]1[CH:18]=[CH:19][C:20]([F:24])=[CH:21][C:22]=1[F:23])[CH2:11][N:12]1[N:16]=[CH:15][N:14]=[CH:13]1)[C:3]1[N:8]=[CH:7][N:6]=[CH:5][C:4]=1[F:9].[C@@:26]12([CH2:36][S:37]([O-:40])(=[O:38])=[O:39])[C:33]([CH3:35])([CH3:34])[CH:30]([CH2:31][CH2:32]1)[CH2:29][C:27]2=[O:28], predict the reactants needed to synthesize it. The reactants are: [CH3:1][C@H:2]([C@@:10]([OH:25])([C:17]1[CH:18]=[CH:19][C:20]([F:24])=[CH:21][C:22]=1[F:23])[CH2:11][N:12]1[N:16]=[CH:15][N:14]=[CH:13]1)[C:3]1[N:8]=[CH:7][N:6]=[CH:5][C:4]=1[F:9].[C@@:26]12([CH2:36][S:37]([OH:40])(=[O:39])=[O:38])[C:33]([CH3:35])([CH3:34])[CH:30]([CH2:31][CH2:32]1)[CH2:29][C:27]2=[O:28]. (2) Given the product [CH:1]12[O:8][CH:5]([CH2:6][CH2:7]1)[CH2:4][N:3]([C:9]1[CH:14]=[C:13]([CH2:15][S:16]([CH3:19])(=[O:17])=[O:18])[N:12]=[C:11]([C:20]3[CH:21]=[CH:22][C:23]([NH:26][C:27](=[O:45])[NH:28][C:29]4[CH:30]=[CH:31][C:32]([CH2:33][N:34]([CH3:42])[C:35](=[O:41])[O:36][C:37]([CH3:39])([CH3:40])[CH3:38])=[CH:43][CH:44]=4)=[CH:24][CH:25]=3)[N:10]=1)[CH2:2]2.[CH:5]12[O:8][CH:1]([CH2:7][CH2:6]1)[CH2:2][N:3]([C:9]1[CH:14]=[C:13]([CH2:15][S:16]([CH3:19])(=[O:17])=[O:18])[N:12]=[C:11]([C:20]3[CH:21]=[CH:22][C:23]([NH:26][C:27]([NH:28][C:29]4[CH:30]=[CH:31][C:32]([CH2:33][NH:34][CH3:35])=[CH:43][CH:44]=4)=[O:45])=[CH:24][CH:25]=3)[N:10]=1)[CH2:4]2, predict the reactants needed to synthesize it. The reactants are: [CH:1]12[O:8][CH:5]([CH2:6][CH2:7]1)[CH2:4][N:3]([C:9]1[CH:14]=[C:13]([CH2:15][S:16]([CH3:19])(=[O:18])=[O:17])[N:12]=[C:11]([C:20]3[CH:25]=[CH:24][C:23]([NH:26][C:27](=[O:45])[NH:28][C:29]4[CH:44]=[CH:43][C:32]([CH2:33][N:34]([CH3:42])[C:35](=[O:41])[O:36][C:37]([CH3:40])([CH3:39])[CH3:38])=[CH:31][CH:30]=4)=[CH:22][CH:21]=3)[N:10]=1)[CH2:2]2.FC(F)(F)C(O)=O. (3) The reactants are: [NH:1]1[C:10]2=[CH:11][CH:12]=[CH:13][C:8]3=[C:9]2[N:3]([CH2:4][CH2:5][C:6](=[N:15]O)[C:7]3=[O:14])[C:2]1=[O:17].[H][H].[BH4-].[Na+]. Given the product [NH2:15][C@H:6]1[C@H:7]([OH:14])[C:8]2[CH:13]=[CH:12][CH:11]=[C:10]3[NH:1][C:2](=[O:17])[N:3]([C:9]=23)[CH2:4][CH2:5]1, predict the reactants needed to synthesize it.